This data is from Full USPTO retrosynthesis dataset with 1.9M reactions from patents (1976-2016). The task is: Predict the reactants needed to synthesize the given product. (1) Given the product [Cl:1][C:2]1[CH:3]=[C:4]([CH:17]=[CH:18][C:19]=1[O:20][CH3:21])[C:5]([CH:7]1[CH2:8][CH2:9][N:10]([CH2:13][C:14]([NH:51][CH2:52][C:53]2[NH:54][C:55](=[O:63])[C:56]3[CH2:62][O:61][CH2:60][CH2:59][C:57]=3[N:58]=2)=[O:16])[CH2:11][CH2:12]1)=[O:6], predict the reactants needed to synthesize it. The reactants are: [Cl:1][C:2]1[CH:3]=[C:4]([CH:17]=[CH:18][C:19]=1[O:20][CH3:21])[C:5]([CH:7]1[CH2:12][CH2:11][N:10]([CH2:13][C:14]([OH:16])=O)[CH2:9][CH2:8]1)=[O:6].CCN=C=NCCCN(C)C.Cl.C1C=CC2N(O)N=NC=2C=1.C(N(CC)CC)C.[NH2:51][CH2:52][C:53]1[NH:54][C:55](=[O:63])[C:56]2[CH2:62][O:61][CH2:60][CH2:59][C:57]=2[N:58]=1. (2) Given the product [NH2:23][C:20]1[N:21]=[CH:22][C:17]([C:3]2[CH:4]=[CH:5][C:6]([C:25]3[CH:30]=[CH:29][CH:28]=[CH:27][C:26]=3[S:31]([N:34]3[CH2:35][CH2:36][CH:37]([CH2:40][OH:41])[CH2:38][CH2:39]3)(=[O:32])=[O:33])=[CH:7][C:2]=2[F:1])=[N:18][CH:19]=1, predict the reactants needed to synthesize it. The reactants are: [F:1][C:2]1[CH:7]=[C:6](B2OC(C)(C)C(C)(C)O2)[CH:5]=[CH:4][C:3]=1[C:17]1[N:18]=[CH:19][C:20]([NH2:23])=[N:21][CH:22]=1.Br[C:25]1[CH:30]=[CH:29][CH:28]=[CH:27][C:26]=1[S:31]([N:34]1[CH2:39][CH2:38][CH:37]([CH2:40][OH:41])[CH2:36][CH2:35]1)(=[O:33])=[O:32]. (3) Given the product [C:18]([O:21][CH:22]1[CH:27]([N:28]([CH3:29])[CH3:30])[CH2:26][CH:25]([CH3:31])[O:24][CH:23]1[O:1][C:2]1[C:15]2[C:16]3=[C:17]4[C:12](=[CH:13][CH:14]=2)[CH:11]=[CH:10][CH:9]=[C:8]4[CH:7]=[CH:6][C:5]3=[CH:4][CH:3]=1)(=[O:20])[CH3:19], predict the reactants needed to synthesize it. The reactants are: [OH:1][C:2]1[C:15]2[C:16]3=[C:17]4[C:12](=[CH:13][CH:14]=2)[CH:11]=[CH:10][CH:9]=[C:8]4[CH:7]=[CH:6][C:5]3=[CH:4][CH:3]=1.[C:18]([O:21][CH:22]1[CH:27]([N:28]([CH3:30])[CH3:29])[CH2:26][CH:25]([CH3:31])[O:24][CH:23]1F)(=[O:20])[CH3:19].B(F)(F)F.CCOCC. (4) Given the product [F:20][C:17]1([F:21])[CH2:18][CH2:19][CH:14]([C:12]([OH:13])=[O:24])[CH2:15][CH2:16]1, predict the reactants needed to synthesize it. The reactants are: O=CC[C@H](N[C:12]([CH:14]1[CH2:19][CH2:18][C:17]([F:21])([F:20])[CH2:16][CH2:15]1)=[O:13])C1C=CC=CC=1.C(O[BH-](OC(=O)C)OC(=O)C)(=[O:24])C.[Na+].C(=O)(O)[O-].[Na+]. (5) Given the product [Cl:1][C:2]1[CH:3]=[C:4]([C:9](=[O:11])/[CH:10]=[CH:29]/[C:27]2[NH:26][N:25]=[C:24]([C:16]3[CH:15]=[C:14]([O:13][CH3:12])[C:19]([O:20][CH3:21])=[C:18]([O:22][CH3:23])[CH:17]=3)[CH:28]=2)[CH:5]=[CH:6][C:7]=1[Cl:8], predict the reactants needed to synthesize it. The reactants are: [Cl:1][C:2]1[CH:3]=[C:4]([C:9](=[O:11])[CH3:10])[CH:5]=[CH:6][C:7]=1[Cl:8].[CH3:12][O:13][C:14]1[CH:15]=[C:16]([C:24]2[CH:28]=[C:27]([CH:29]=O)[NH:26][N:25]=2)[CH:17]=[C:18]([O:22][CH3:23])[C:19]=1[O:20][CH3:21].[OH-].[Na+]. (6) Given the product [NH:25]([C:12]1[N:13]=[CH:14][C:9]2[CH:8]=[C:7]([CH2:6][C:5]3[CH:23]=[CH:24][C:2]([F:1])=[CH:3][CH:4]=3)[C:20](=[O:21])[N:19]([CH3:22])[C:10]=2[N:11]=1)[C:26]1[CH:31]=[CH:30][CH:29]=[CH:28][CH:27]=1, predict the reactants needed to synthesize it. The reactants are: [F:1][C:2]1[CH:24]=[CH:23][C:5]([CH2:6][C:7]2[C:20](=[O:21])[N:19]([CH3:22])[C:10]3[N:11]=[C:12](S(C)(=O)=O)[N:13]=[CH:14][C:9]=3[CH:8]=2)=[CH:4][CH:3]=1.[NH2:25][C:26]1[CH:31]=[CH:30][CH:29]=[CH:28][CH:27]=1.CO. (7) Given the product [CH3:47][O:46][C:45]([NH:44][C@@H:40]([CH:41]([CH3:43])[CH3:42])[C:38]([N:33]1[CH2:34][C@@H:35]([CH3:37])[CH2:36][C@H:32]1[C:30]1[NH:29][C:28]2[CH:49]=[CH:50][C:25]([C:65]3[S:66][C:61]4[CH:60]=[C:59]([C:2]5[N:3]=[C:4]([C@@H:7]6[CH2:11][C@H:10]([CH3:12])[CH2:9][N:8]6[C:13]([C@@H:15]([NH:19][C:20](=[O:23])[O:21][CH3:22])[CH:16]([CH3:18])[CH3:17])=[O:14])[NH:5][CH:6]=5)[S:63][C:62]=4[CH:64]=3)=[CH:26][C:27]=2[N:31]=1)=[O:39])=[O:48], predict the reactants needed to synthesize it. The reactants are: I[C:2]1[N:3]=[C:4]([C@@H:7]2[CH2:11][C@H:10]([CH3:12])[CH2:9][N:8]2[C:13]([C@@H:15]([NH:19][C:20](=[O:23])[O:21][CH3:22])[CH:16]([CH3:18])[CH3:17])=[O:14])[NH:5][CH:6]=1.I[C:25]1[CH:50]=[CH:49][C:28]2[NH:29][C:30]([C@@H:32]3[CH2:36][C@H:35]([CH3:37])[CH2:34][N:33]3[C:38]([C@@H:40]([NH:44][C:45](=[O:48])[O:46][CH3:47])[CH:41]([CH3:43])[CH3:42])=[O:39])=[N:31][C:27]=2[CH:26]=1.CC1(C)C(C)(C)OB([C:59]2[S:63][C:62]3[CH:64]=[C:65](B4OC(C)(C)C(C)(C)O4)[S:66][C:61]=3[CH:60]=2)O1.C([O-])([O-])=O.[K+].[K+].C1(P(C2CCCCC2)C2C=CC=CC=2C2C(OC)=C(S(O[Na])(=O)=O)C=CC=2OC)CCCCC1. (8) Given the product [Br:5][C:6]1[CH:11]=[CH:10][C:9]([Br:12])=[C:8]2[C:7]=1[N:14]=[CH:1][CH:3]=[N:13]2, predict the reactants needed to synthesize it. The reactants are: [CH:1]([CH:3]=O)=O.[Br:5][C:6]1[CH:11]=[CH:10][C:9]([Br:12])=[C:8]([NH2:13])[C:7]=1[NH2:14]. (9) Given the product [CH3:13][O:14][C:15](=[O:26])[CH:16]([O:18][C:19]1[CH:24]=[CH:23][C:22]([NH:25][C:10](=[O:11])[CH2:9][O:8][CH2:1][C:2]2[CH:7]=[CH:6][CH:5]=[CH:4][CH:3]=2)=[CH:21][CH:20]=1)[CH3:17], predict the reactants needed to synthesize it. The reactants are: [CH2:1]([O:8][CH2:9][C:10](Cl)=[O:11])[C:2]1[CH:7]=[CH:6][CH:5]=[CH:4][CH:3]=1.[CH3:13][O:14][C:15](=[O:26])[CH:16]([O:18][C:19]1[CH:24]=[CH:23][C:22]([NH2:25])=[CH:21][CH:20]=1)[CH3:17].C(N(CC)CC)C.